From a dataset of Forward reaction prediction with 1.9M reactions from USPTO patents (1976-2016). Predict the product of the given reaction. The product is: [CH2:11]([CH:2]1[CH2:3][CH2:4][CH2:5][CH2:6][O:7][C:1]1=[O:8])[CH:10]=[CH2:9]. Given the reactants [C:1]1(=[O:8])[O:7][CH2:6][CH2:5][CH2:4][CH2:3][CH2:2]1.[CH2:9](Br)[CH:10]=[CH2:11].C1(=O)OCC1.BrCCCCCCCCC=C, predict the reaction product.